This data is from Reaction yield outcomes from USPTO patents with 853,638 reactions. The task is: Predict the reaction yield, written as a fraction of the theoretical maximum amount of product (1.0 means a 100% yield; for example, 0.34 means a 34% yield). (1) The reactants are [CH3:1][C:2]1[C:3]([NH:11][C:12]2[CH:13]=[N:14][C:15]([CH3:18])=[CH:16][CH:17]=2)=[N:4][CH:5]=[C:6]([CH:10]=1)[C:7]([OH:9])=O.[CH:19]1[CH:20]=[CH:21]C2N(O)N=[N:25][C:23]=2[CH:24]=1.CN1CCOCC1.C(Cl)CCl.N1CCCCC1. The catalyst is CN(C=O)C. The product is [CH3:1][C:2]1[CH:10]=[C:6]([C:7]([N:25]2[CH2:21][CH2:20][CH2:19][CH2:24][CH2:23]2)=[O:9])[CH:5]=[N:4][C:3]=1[NH:11][C:12]1[CH:13]=[N:14][C:15]([CH3:18])=[CH:16][CH:17]=1. The yield is 0.180. (2) The reactants are [Cl:1][C:2]1[CH:7]=[CH:6][C:5]([C:8]2[N:12]([C:13]3[CH:18]=[CH:17][C:16]([S:19]([NH2:22])(=[O:21])=[O:20])=[CH:15][CH:14]=3)[N:11]=[C:10](CC#N)[CH:9]=2)=[CH:4][CH:3]=1.Cl.[Li+].[OH-:28].[CH2:29]([OH:31])[CH3:30]. The catalyst is O. The product is [NH2:22][S:19]([C:16]1[CH:17]=[CH:18][C:13]([N:12]2[C:8]([C:5]3[CH:6]=[CH:7][C:2]([Cl:1])=[CH:3][CH:4]=3)=[CH:9][C:10]([CH2:30][C:29]([OH:28])=[O:31])=[N:11]2)=[CH:14][CH:15]=1)(=[O:21])=[O:20]. The yield is 0.760. (3) The catalyst is C1(C)C=CC=CC=1.O.C1C=CC([P]([Pd]([P](C2C=CC=CC=2)(C2C=CC=CC=2)C2C=CC=CC=2)([P](C2C=CC=CC=2)(C2C=CC=CC=2)C2C=CC=CC=2)[P](C2C=CC=CC=2)(C2C=CC=CC=2)C2C=CC=CC=2)(C2C=CC=CC=2)C2C=CC=CC=2)=CC=1. The product is [F:22][C:16]1[CH:15]=[CH:14][C:13]([C:5]2[CH:6]=[CH:7][CH:8]=[C:3]([O:2][CH3:1])[CH:4]=2)=[CH:18][C:17]=1[N+:19]([O-:21])=[O:20]. The yield is 0.770. The reactants are [CH3:1][O:2][C:3]1[CH:4]=[C:5](B(O)O)[CH:6]=[CH:7][CH:8]=1.Br[C:13]1[CH:14]=[CH:15][C:16]([F:22])=[C:17]([N+:19]([O-:21])=[O:20])[CH:18]=1.C(=O)([O-])[O-].[Na+].[Na+]. (4) The reactants are [F:1][C:2]([F:18])([F:17])/[C:3](/[C:6]1[CH:7]=[C:8]([CH:14]=[CH:15][CH:16]=1)[C:9]([O:11][CH2:12][CH3:13])=[O:10])=[N:4]/[OH:5].[CH3:19][C:20]1[CH:25]=[CH:24][C:23]([S:26](Cl)(=[O:28])=[O:27])=[CH:22][CH:21]=1. The catalyst is ClCCl.CN(C1C=CN=CC=1)C.O. The product is [F:1][C:2]([F:17])([F:18])/[C:3](/[C:6]1[CH:7]=[C:8]([CH:14]=[CH:15][CH:16]=1)[C:9]([O:11][CH2:12][CH3:13])=[O:10])=[N:4]/[O:5][S:26]([C:23]1[CH:24]=[CH:25][C:20]([CH3:19])=[CH:21][CH:22]=1)(=[O:28])=[O:27]. The yield is 0.780.